Dataset: Peptide-MHC class II binding affinity with 134,281 pairs from IEDB. Task: Regression. Given a peptide amino acid sequence and an MHC pseudo amino acid sequence, predict their binding affinity value. This is MHC class II binding data. (1) The peptide sequence is DIIFDIYFAILMMSC. The MHC is DRB5_0101 with pseudo-sequence DRB5_0101. The binding affinity (normalized) is 0.161. (2) The peptide sequence is KSAFQSSVASGFIGF. The MHC is H-2-IAb with pseudo-sequence H-2-IAb. The binding affinity (normalized) is 0.813.